From a dataset of NCI-60 drug combinations with 297,098 pairs across 59 cell lines. Regression. Given two drug SMILES strings and cell line genomic features, predict the synergy score measuring deviation from expected non-interaction effect. (1) Drug 1: CN(C)N=NC1=C(NC=N1)C(=O)N. Drug 2: COC1=NC(=NC2=C1N=CN2C3C(C(C(O3)CO)O)O)N. Cell line: SF-295. Synergy scores: CSS=-0.877, Synergy_ZIP=-0.726, Synergy_Bliss=0.549, Synergy_Loewe=-3.58, Synergy_HSA=-1.00. (2) Drug 1: COC1=NC(=NC2=C1N=CN2C3C(C(C(O3)CO)O)O)N. Drug 2: N.N.Cl[Pt+2]Cl. Cell line: LOX IMVI. Synergy scores: CSS=51.2, Synergy_ZIP=0.736, Synergy_Bliss=1.38, Synergy_Loewe=-14.0, Synergy_HSA=4.81. (3) Drug 1: CCC1(CC2CC(C3=C(CCN(C2)C1)C4=CC=CC=C4N3)(C5=C(C=C6C(=C5)C78CCN9C7C(C=CC9)(C(C(C8N6C=O)(C(=O)OC)O)OC(=O)C)CC)OC)C(=O)OC)O.OS(=O)(=O)O. Drug 2: N.N.Cl[Pt+2]Cl. Cell line: MALME-3M. Synergy scores: CSS=72.6, Synergy_ZIP=-1.86, Synergy_Bliss=-3.82, Synergy_Loewe=-1.63, Synergy_HSA=1.20. (4) Cell line: HCT116. Drug 1: CNC(=O)C1=CC=CC=C1SC2=CC3=C(C=C2)C(=NN3)C=CC4=CC=CC=N4. Drug 2: C1CC(=O)NC(=O)C1N2C(=O)C3=CC=CC=C3C2=O. Synergy scores: CSS=12.1, Synergy_ZIP=-1.88, Synergy_Bliss=4.11, Synergy_Loewe=-3.26, Synergy_HSA=3.88. (5) Drug 1: C1CCC(C1)C(CC#N)N2C=C(C=N2)C3=C4C=CNC4=NC=N3. Drug 2: CN1C(=O)N2C=NC(=C2N=N1)C(=O)N. Cell line: RXF 393. Synergy scores: CSS=-5.16, Synergy_ZIP=-0.311, Synergy_Bliss=-4.71, Synergy_Loewe=-9.80, Synergy_HSA=-6.78.